From a dataset of Peptide-MHC class II binding affinity with 134,281 pairs from IEDB. Regression. Given a peptide amino acid sequence and an MHC pseudo amino acid sequence, predict their binding affinity value. This is MHC class II binding data. (1) The peptide sequence is YDKFLDNVSTVLTGK. The MHC is DRB1_0101 with pseudo-sequence DRB1_0101. The binding affinity (normalized) is 0.585. (2) The peptide sequence is SVGSLGRYKDEKDVT. The MHC is HLA-DQA10401-DQB10402 with pseudo-sequence HLA-DQA10401-DQB10402. The binding affinity (normalized) is 0.0318. (3) The peptide sequence is KVTAKGVSEANTCAA. The MHC is DRB1_1001 with pseudo-sequence DRB1_1001. The binding affinity (normalized) is 0.0869.